From a dataset of Full USPTO retrosynthesis dataset with 1.9M reactions from patents (1976-2016). Predict the reactants needed to synthesize the given product. (1) Given the product [C:1]([O:5][C:6]([NH:8][CH2:9][CH2:10][CH2:11][C@H:12]([NH:17][C:18]([C:20]1[C:21](=[O:37])[N:22]([CH2:26][C:27]2[CH:32]=[CH:31][CH:30]=[CH:29][C:28]=2[C:33]([F:34])([F:35])[F:36])[CH:23]=[CH:24][CH:25]=1)=[O:19])[C:13]([OH:15])=[O:14])=[O:7])([CH3:4])([CH3:2])[CH3:3], predict the reactants needed to synthesize it. The reactants are: [C:1]([O:5][C:6]([NH:8][CH2:9][CH2:10][CH2:11][C@H:12]([NH:17][C:18]([C:20]1[C:21](=[O:37])[N:22]([CH2:26][C:27]2[CH:32]=[CH:31][CH:30]=[CH:29][C:28]=2[C:33]([F:36])([F:35])[F:34])[CH:23]=[CH:24][CH:25]=1)=[O:19])[C:13]([O:15]C)=[O:14])=[O:7])([CH3:4])([CH3:3])[CH3:2].[OH-].[Na+]. (2) Given the product [O:22]=[C:21]1[C:23](=[CH:1][C:3]2[O:7][C:6]([C:8]3[CH:16]=[CH:15][CH:14]=[CH:13][C:9]=3[C:10]([OH:12])=[O:11])=[CH:5][CH:4]=2)[S:17][C:18](=[S:19])[NH:20]1, predict the reactants needed to synthesize it. The reactants are: [CH:1]([C:3]1[O:7][C:6]([C:8]2[CH:16]=[CH:15][CH:14]=[CH:13][C:9]=2[C:10]([OH:12])=[O:11])=[CH:5][CH:4]=1)=O.[S:17]1[CH2:23][C:21](=[O:22])[NH:20][C:18]1=[S:19].N1CCCCC1. (3) Given the product [C:18]([OH:23])(=[O:22])[C:19]([OH:21])=[O:20].[CH3:1][C:2]1([CH3:17])[CH2:7][C:6]([CH3:8])([CH3:9])[CH2:5][CH:4]([C:10]2[CH:15]=[CH:14][CH:13]=[CH:12][C:11]=2[NH2:16])[CH2:3]1, predict the reactants needed to synthesize it. The reactants are: [CH3:1][C:2]1([CH3:17])[CH2:7][C:6]([CH3:9])([CH3:8])[CH2:5][CH:4]([C:10]2[CH:15]=[CH:14][CH:13]=[CH:12][C:11]=2[NH2:16])[CH2:3]1.[C:18]([OH:23])(=[O:22])[C:19]([OH:21])=[O:20]. (4) Given the product [NH2:5][C:6]([NH:8][C:9]1([CH2:38][CH2:39][CH:40]([CH3:42])[CH3:41])[C:18]2[C:13](=[CH:14][CH:15]=[CH:16][CH:17]=2)[C:12]([OH:19])=[C:11]([C:20]2[NH:25][C:24]3[CH:26]=[CH:27][C:28]([NH:30][S:31]([CH3:34])(=[O:32])=[O:33])=[CH:29][C:23]=3[S:22](=[O:36])(=[O:35])[N:21]=2)[C:10]1=[O:37])=[O:7], predict the reactants needed to synthesize it. The reactants are: C([NH:5][C:6]([NH:8][C:9]1([CH2:38][CH2:39][CH:40]([CH3:42])[CH3:41])[C:18]2[C:13](=[CH:14][CH:15]=[CH:16][CH:17]=2)[C:12]([OH:19])=[C:11]([C:20]2[NH:25][C:24]3[CH:26]=[CH:27][C:28]([NH:30][S:31]([CH3:34])(=[O:33])=[O:32])=[CH:29][C:23]=3[S:22](=[O:36])(=[O:35])[N:21]=2)[C:10]1=[O:37])=[O:7])(C)(C)C.FC(F)(F)C(O)=O. (5) The reactants are: [CH2:1]([O:3][C:4](=[O:19])[C:5](=O)[CH2:6][C:7]1[CH:12]=[C:11]([C:13]#[N:14])[CH:10]=[CH:9][C:8]=1[N+:15]([O-])=O)[CH3:2].[H][H]. Given the product [CH2:1]([O:3][C:4]([C:5]1[NH:15][C:8]2[C:7]([CH:6]=1)=[CH:12][C:11]([C:13]#[N:14])=[CH:10][CH:9]=2)=[O:19])[CH3:2], predict the reactants needed to synthesize it.